From a dataset of Full USPTO retrosynthesis dataset with 1.9M reactions from patents (1976-2016). Predict the reactants needed to synthesize the given product. (1) Given the product [O:13]1[CH2:17][CH2:16][CH2:15][CH:14]1[CH2:18][O:19][C:2]1[CH:12]=[CH:11][C:5]([C:6]([OH:8])=[O:7])=[CH:4][N:3]=1, predict the reactants needed to synthesize it. The reactants are: Cl[C:2]1[CH:12]=[CH:11][C:5]([C:6]([O:8]CC)=[O:7])=[CH:4][N:3]=1.[O:13]1[CH2:17][CH2:16][CH2:15][CH:14]1[CH2:18][OH:19]. (2) Given the product [C:1]([C:3]1[CH:34]=[CH:33][C:6]2[NH:7][C:8]([C:10]([C:21]3[C:29]([O:30][CH3:31])=[CH:28][C:27]([CH3:32])=[C:26]4[C:22]=3[CH:23]=[CH:24][NH:25]4)([O:15][CH2:16][C:17]([O:19][CH2:20][CH3:35])=[O:18])[C:11]([F:12])([F:13])[F:14])=[N:9][C:5]=2[CH:4]=1)#[N:2], predict the reactants needed to synthesize it. The reactants are: [C:1]([C:3]1[CH:34]=[CH:33][C:6]2[NH:7][C:8]([C:10]([C:21]3[C:29]([O:30][CH3:31])=[CH:28][C:27]([CH3:32])=[C:26]4[C:22]=3[CH:23]=[CH:24][NH:25]4)([O:15][CH2:16][C:17]([O:19][CH3:20])=[O:18])[C:11]([F:14])([F:13])[F:12])=[N:9][C:5]=2[CH:4]=1)#[N:2].[C:35](Cl)(=O)C.C(=O)(O)[O-].[Na+]. (3) Given the product [CH3:27][O:26][CH:25]([O:28][CH3:29])[CH2:24][CH2:23][N:12]1[CH:13]=[C:8]([C:3]2[CH:4]=[N:5][CH:6]=[CH:7][N:2]=2)[C:9](=[O:15])[NH:10][C:11]1=[O:14], predict the reactants needed to synthesize it. The reactants are: Cl.[N:2]1[CH:7]=[CH:6][N:5]=[CH:4][C:3]=1[C:8]1[C:9](=[O:15])[NH:10][C:11](=[O:14])[NH:12][CH:13]=1.C([O-])([O-])=O.[K+].[K+].Br[CH2:23][CH2:24][CH:25]([O:28][CH3:29])[O:26][CH3:27].O. (4) Given the product [CH3:1][O:2][C:3]1[CH:4]=[C:5]([CH2:11][CH2:12][C:13]([C:15]2[CH:20]=[C:19]([F:21])[CH:18]=[CH:17][C:16]=2[OH:22])=[NH:23])[CH:6]=[CH:7][C:8]=1[O:9][CH3:10], predict the reactants needed to synthesize it. The reactants are: [CH3:1][O:2][C:3]1[CH:4]=[C:5]([CH2:11][CH2:12][C:13]([C:15]2[CH:20]=[C:19]([F:21])[CH:18]=[CH:17][C:16]=2[OH:22])=O)[CH:6]=[CH:7][C:8]=1[O:9][CH3:10].[NH3:23]. (5) Given the product [O:26]=[C:24]1[O:23][N:22]=[C:21]([C:17]2[CH:16]=[C:15]([CH:20]=[CH:19][CH:18]=2)[CH:14]=[O:13])[NH:25]1, predict the reactants needed to synthesize it. The reactants are: [Cr]([O-])(OCl)(=O)=O.[NH+]1C=CC=CC=1.[OH:13][CH2:14][C:15]1[CH:16]=[C:17]([C:21]2[NH:25][C:24](=[O:26])[O:23][N:22]=2)[CH:18]=[CH:19][CH:20]=1.ClCCl. (6) Given the product [C@H:16]12[CH2:17][C@H:13]([CH2:12][CH:11]1[NH:10][C:2]1[O:1][C:5]3[CH:6]=[CH:7][CH:8]=[CH:9][C:4]=3[N:3]=1)[CH2:14][NH:15]2, predict the reactants needed to synthesize it. The reactants are: [O:1]1[C:5]2[CH:6]=[CH:7][CH:8]=[CH:9][C:4]=2[N:3]=[C:2]1[NH:10][CH:11]1[C@@H:16]2[CH2:17][C@@H:13]([CH2:14][N:15]2C(OC(C)(C)C)=O)[CH2:12]1.Cl. (7) Given the product [F:35][C:26]1[CH:25]=[C:24]([C@:14]2([NH:13][C:12]([C:10]3[CH:9]=[CH:8][C:3]([C:4]([OH:6])=[O:5])=[C:2]([CH:39]([CH3:40])[CH3:38])[CH:11]=3)=[O:36])[C:19]3=[N:20][CH:21]=[CH:22][CH:23]=[C:18]3[O:17][CH2:16][CH2:15]2)[CH:29]=[CH:28][C:27]=1[O:30][C:31]([F:33])([F:32])[F:34], predict the reactants needed to synthesize it. The reactants are: Br[C:2]1[CH:11]=[C:10]([C:12](=[O:36])[NH:13][C@@:14]2([C:24]3[CH:29]=[CH:28][C:27]([O:30][C:31]([F:34])([F:33])[F:32])=[C:26]([F:35])[CH:25]=3)[C:19]3=[N:20][CH:21]=[CH:22][CH:23]=[C:18]3[O:17][CH2:16][CH2:15]2)[CH:9]=[CH:8][C:3]=1[C:4]([O:6]C)=[O:5].[Br-].[CH3:38][CH:39]([Zn+])[CH3:40].[OH-].[Na+]. (8) Given the product [CH3:24][O:23][CH2:22][N:21]1[CH:20]=[CH:19][S:18]/[C:17]/1=[N:16]\[C:14]1[N:15]=[C:10]([CH2:9][OH:8])[CH:11]=[CH:12][CH:13]=1, predict the reactants needed to synthesize it. The reactants are: [Si]([O:8][CH2:9][C:10]1[N:15]=[C:14](/[N:16]=[C:17]2\[S:18][CH:19]=[CH:20][N:21]\2[CH2:22][O:23][CH3:24])[CH:13]=[CH:12][CH:11]=1)(C(C)(C)C)(C)C.FC(F)(F)C(O)=O. (9) Given the product [O:18]1[CH2:19][CH2:20][N:21]([CH2:24][CH2:25][S:26]([O:17][CH2:16][CH2:15][O:14][C:11]2[CH:12]=[CH:13][N:9]([C:4]3[CH:5]=[CH:6][C:7]([Cl:8])=[C:2]([Cl:1])[CH:3]=3)[N:10]=2)(=[O:27])=[O:28])[CH2:22][CH2:23]1, predict the reactants needed to synthesize it. The reactants are: [Cl:1][C:2]1[CH:3]=[C:4]([N:9]2[CH:13]=[CH:12][C:11]([O:14][CH2:15][CH2:16][OH:17])=[N:10]2)[CH:5]=[CH:6][C:7]=1[Cl:8].[O:18]1[CH2:23][CH2:22][N:21]([CH2:24][CH2:25][S:26](Cl)(=[O:28])=[O:27])[CH2:20][CH2:19]1.O.